Dataset: Peptide-MHC class I binding affinity with 185,985 pairs from IEDB/IMGT. Task: Regression. Given a peptide amino acid sequence and an MHC pseudo amino acid sequence, predict their binding affinity value. This is MHC class I binding data. (1) The peptide sequence is FVMPIFEQI. The MHC is HLA-A03:01 with pseudo-sequence HLA-A03:01. The binding affinity (normalized) is 0.0847. (2) The peptide sequence is CVNGVCWTV. The MHC is HLA-A02:03 with pseudo-sequence HLA-A02:03. The binding affinity (normalized) is 0.331. (3) The peptide sequence is RSTHNDEIM. The MHC is H-2-Kb with pseudo-sequence H-2-Kb. The binding affinity (normalized) is 0.178. (4) The peptide sequence is LPPVVPPLI. The MHC is HLA-A80:01 with pseudo-sequence HLA-A80:01. The binding affinity (normalized) is 0.0847. (5) The peptide sequence is SIRIKIDKL. The MHC is HLA-A02:01 with pseudo-sequence HLA-A02:01. The binding affinity (normalized) is 0.103. (6) The peptide sequence is WSADGSSMY. The MHC is HLA-A02:01 with pseudo-sequence HLA-A02:01. The binding affinity (normalized) is 0.0847.